The task is: Predict the reaction yield, written as a fraction of the theoretical maximum amount of product (1.0 means a 100% yield; for example, 0.34 means a 34% yield).. This data is from Reaction yield outcomes from USPTO patents with 853,638 reactions. (1) The reactants are [Cl:1][C:2]1[CH:10]=[CH:9][CH:8]=[C:7]([Cl:11])[C:3]=1[C:4](Cl)=[O:5].[CH:12]([N:15]([CH:26]([CH3:28])[CH3:27])[C:16]([S:18][C:19]1[CH:20]=[N:21][CH:22]=[CH:23][C:24]=1[NH2:25])=[S:17])([CH3:14])[CH3:13]. The yield is 0.150. The catalyst is C(Cl)Cl. The product is [CH:26]([N:15]([CH:12]([CH3:14])[CH3:13])[C:16]([S:18][C:19]1[CH:20]=[N:21][CH:22]=[CH:23][C:24]=1[NH:25][C:4](=[O:5])[C:3]1[C:2]([Cl:1])=[CH:10][CH:9]=[CH:8][C:7]=1[Cl:11])=[S:17])([CH3:28])[CH3:27]. (2) The reactants are [F:1][C:2]1[CH:3]=[C:4]([CH2:18]O)[CH:5]=[C:6]([NH:8][CH2:9][C:10]2[CH:15]=[CH:14][C:13]([O:16][CH3:17])=[CH:12][CH:11]=2)[CH:7]=1.[Br-:20].[Br-].C1(P(C2C=CC=CC=2)C2C=CC=CC=2)C=CC=CC=1. The catalyst is ClCCl.CC(=O)OCC. The product is [Br:20][CH2:18][C:4]1[CH:5]=[C:6]([NH:8][CH2:9][C:10]2[CH:15]=[CH:14][C:13]([O:16][CH3:17])=[CH:12][CH:11]=2)[CH:7]=[C:2]([F:1])[CH:3]=1. The yield is 0.880. (3) The reactants are [CH3:1][N:2]1[CH:6]=[C:5]([NH2:7])[CH:4]=[N:3]1.[Cl:8][C:9]1[CH:27]=[CH:26][C:12]([CH2:13][CH:14]2[CH2:19][CH:18]([C:20](OCC)=[O:21])[C:17](=O)[CH2:16][CH2:15]2)=[CH:11][CH:10]=1. The catalyst is C1(C)C=CC=CC=1.O.C1(C)C=CC(S(O)(=O)=O)=CC=1. The product is [Cl:8][C:9]1[CH:10]=[CH:11][C:12]([CH2:13][CH:14]2[CH2:15][CH2:16][C:17]3[N:7]=[C:5]4[CH:4]=[N:3][N:2]([CH3:1])[C:6]4=[C:20]([OH:21])[C:18]=3[CH2:19]2)=[CH:26][CH:27]=1. The yield is 0.340. (4) The reactants are Cl[CH2:2][C:3]#[N:4].C(=O)([O-])[O-].[K+].[K+].[I-].[K+].[CH3:13][C:14]1[CH:15]=[C:16]([CH2:21][CH2:22][CH2:23][NH:24][C:25](=[O:36])[CH2:26][C:27]2[CH:32]=[CH:31][C:30]([OH:33])=[C:29]([O:34][CH3:35])[CH:28]=2)[CH:17]=[CH:18][C:19]=1[CH3:20]. The catalyst is CCC(C)=O. The product is [C:3]([CH2:2][O:33][C:30]1[CH:31]=[CH:32][C:27]([CH2:26][C:25]([NH:24][CH2:23][CH2:22][CH2:21][C:16]2[CH:17]=[CH:18][C:19]([CH3:20])=[C:14]([CH3:13])[CH:15]=2)=[O:36])=[CH:28][C:29]=1[O:34][CH3:35])#[N:4]. The yield is 1.50. (5) The reactants are Cl[C:2]1[N:7]=[C:6]([Cl:8])[N:5]=[C:4]([N:9]2[CH2:14][CH2:13][O:12][CH2:11][CH2:10]2)[N:3]=1.Cl.[CH:16]12[NH:23][CH:20]([CH2:21][CH2:22]1)[CH2:19][O:18][CH2:17]2.CCN(CC)CC. The catalyst is C(Cl)Cl. The product is [Cl:8][C:6]1[N:5]=[C:4]([N:9]2[CH2:14][CH2:13][O:12][CH2:11][CH2:10]2)[N:3]=[C:2]([N:23]2[CH:16]3[CH2:22][CH2:21][CH:20]2[CH2:19][O:18][CH2:17]3)[N:7]=1. The yield is 0.960. (6) The reactants are [ClH:1].[C:2]1([N:8]([CH2:31][CH2:32][C:33]([O:35]CC)=[O:34])[C:9]([C:11]2[CH:12]=[CH:13][C:14]3[S:18][C:17]([CH2:19][S:20][C:21]4[CH:26]=[CH:25][C:24]([C:27](=[NH:29])[NH2:28])=[CH:23][CH:22]=4)=[N:16][C:15]=3[CH:30]=2)=[O:10])[CH:7]=[CH:6][CH:5]=[CH:4][CH:3]=1.[OH-].[Na+]. The catalyst is CO. The product is [ClH:1].[C:2]1([N:8]([CH2:31][CH2:32][C:33]([OH:35])=[O:34])[C:9]([C:11]2[CH:12]=[CH:13][C:14]3[S:18][C:17]([CH2:19][S:20][C:21]4[CH:26]=[CH:25][C:24]([C:27](=[NH:28])[NH2:29])=[CH:23][CH:22]=4)=[N:16][C:15]=3[CH:30]=2)=[O:10])[CH:7]=[CH:6][CH:5]=[CH:4][CH:3]=1. The yield is 0.950.